Regression. Given two drug SMILES strings and cell line genomic features, predict the synergy score measuring deviation from expected non-interaction effect. From a dataset of NCI-60 drug combinations with 297,098 pairs across 59 cell lines. Drug 1: CC1=C2C(C(=O)C3(C(CC4C(C3C(C(C2(C)C)(CC1OC(=O)C(C(C5=CC=CC=C5)NC(=O)OC(C)(C)C)O)O)OC(=O)C6=CC=CC=C6)(CO4)OC(=O)C)OC)C)OC. Drug 2: CC1C(C(=O)NC(C(=O)N2CCCC2C(=O)N(CC(=O)N(C(C(=O)O1)C(C)C)C)C)C(C)C)NC(=O)C3=C4C(=C(C=C3)C)OC5=C(C(=O)C(=C(C5=N4)C(=O)NC6C(OC(=O)C(N(C(=O)CN(C(=O)C7CCCN7C(=O)C(NC6=O)C(C)C)C)C)C(C)C)C)N)C. Cell line: T-47D. Synergy scores: CSS=35.5, Synergy_ZIP=9.83, Synergy_Bliss=11.2, Synergy_Loewe=3.56, Synergy_HSA=11.3.